The task is: Predict the reactants needed to synthesize the given product.. This data is from Full USPTO retrosynthesis dataset with 1.9M reactions from patents (1976-2016). Given the product [CH2:21]([O:1][C:2]1[CH:3]=[CH:4][C:5]([CH:8]2[CH2:9][CH2:10][C:11](=[O:14])[CH2:12][CH2:13]2)=[CH:6][CH:7]=1)[C:22]1[CH:27]=[CH:26][CH:25]=[CH:24][CH:23]=1, predict the reactants needed to synthesize it. The reactants are: [OH:1][C:2]1[CH:7]=[CH:6][C:5]([CH:8]2[CH2:13][CH2:12][C:11](=[O:14])[CH2:10][CH2:9]2)=[CH:4][CH:3]=1.C(=O)([O-])[O-].[K+].[K+].[CH2:21](Br)[C:22]1[CH:27]=[CH:26][CH:25]=[CH:24][CH:23]=1.